Predict the reaction yield, written as a fraction of the theoretical maximum amount of product (1.0 means a 100% yield; for example, 0.34 means a 34% yield). From a dataset of Reaction yield outcomes from USPTO patents with 853,638 reactions. (1) The reactants are [C:1]([C:5]1[CH:9]=[C:8]([NH:10][C:11]([NH:13][C:14]2[CH:19]=[CH:18][C:17]([O:20][C:21]3[CH:26]=[CH:25][N:24]=[C:23]([C:27]4[CH:28]=[N:29][N:30]([CH3:32])[CH:31]=4)[CH:22]=3)=[CH:16][C:15]=2[F:33])=[O:12])[N:7]([C:34]2[CH:35]=[C:36]3[C:41](=[CH:42][CH:43]=2)[CH2:40][N:39](C(OCC2C=CC=CC=2)=O)[CH2:38][CH2:37]3)[N:6]=1)([CH3:4])([CH3:3])[CH3:2]. The catalyst is CO.CCOC(C)=O.[Pd]. The product is [C:1]([C:5]1[CH:9]=[C:8]([NH:10][C:11]([NH:13][C:14]2[CH:19]=[CH:18][C:17]([O:20][C:21]3[CH:26]=[CH:25][N:24]=[C:23]([C:27]4[CH:28]=[N:29][N:30]([CH3:32])[CH:31]=4)[CH:22]=3)=[CH:16][C:15]=2[F:33])=[O:12])[N:7]([C:34]2[CH:35]=[C:36]3[C:41](=[CH:42][CH:43]=2)[CH2:40][NH:39][CH2:38][CH2:37]3)[N:6]=1)([CH3:4])([CH3:2])[CH3:3]. The yield is 0.900. (2) The reactants are [OH:1][C@@:2]([CH3:23])([CH2:14][C:15]1[CH:20]=[CH:19][C:18]([O:21]C)=[CH:17][CH:16]=1)[C:3]([NH:5][C:6]1[CH:11]=[CH:10][C:9]([O:12]C)=[CH:8][CH:7]=1)=[O:4].B(Br)(Br)Br.O.CCOC(C)=O. The catalyst is C(Cl)Cl. The product is [OH:1][C@@:2]([CH3:23])([CH2:14][C:15]1[CH:16]=[CH:17][C:18]([OH:21])=[CH:19][CH:20]=1)[C:3]([NH:5][C:6]1[CH:7]=[CH:8][C:9]([OH:12])=[CH:10][CH:11]=1)=[O:4]. The yield is 0.656. (3) The reactants are [O:1]1[CH:5]=[CH:4][CH:3]=[C:2]1[C:6](Cl)=[O:7].[Cl:9][C:10]1[CH:11]=[C:12]2[C:17](=[CH:18][CH:19]=1)[N:16]([CH3:20])[C:15](=[O:21])[C:14]([C:22]#[N:23])=[C:13]2[N:24]1[CH2:29][CH2:28][NH:27][CH2:26][CH2:25]1. The catalyst is N1C=CC=CC=1. The product is [Cl:9][C:10]1[CH:11]=[C:12]2[C:17](=[CH:18][CH:19]=1)[N:16]([CH3:20])[C:15](=[O:21])[C:14]([C:22]#[N:23])=[C:13]2[N:24]1[CH2:25][CH2:26][N:27]([C:6]([C:2]2[O:1][CH:5]=[CH:4][CH:3]=2)=[O:7])[CH2:28][CH2:29]1. The yield is 0.680. (4) The reactants are [Cl:1][C:2]1[C:3]([I:21])=[C:4]2[N:10]=[C:9]([C:11]3[CH:20]=[CH:19][C:14]([C:15]([O:17]C)=[O:16])=[CH:13][CH:12]=3)[NH:8][C:5]2=[N:6][CH:7]=1.O.[OH-].[Li+].Cl. The catalyst is C1COCC1.O. The product is [Cl:1][C:2]1[C:3]([I:21])=[C:4]2[N:10]=[C:9]([C:11]3[CH:20]=[CH:19][C:14]([C:15]([OH:17])=[O:16])=[CH:13][CH:12]=3)[NH:8][C:5]2=[N:6][CH:7]=1. The yield is 0.860. (5) The reactants are C[O:2][C:3]([C:5]1[CH:10]=[CH:9][C:8]([C:11]2[CH:16]=[CH:15][C:14]([Cl:17])=[CH:13][CH:12]=2)=[CH:7][C:6]=1[O:18][CH3:19])=[O:4].O.[Li+].[OH-]. The catalyst is C1COCC1. The product is [Cl:17][C:14]1[CH:13]=[CH:12][C:11]([C:8]2[CH:9]=[CH:10][C:5]([C:3]([OH:4])=[O:2])=[C:6]([O:18][CH3:19])[CH:7]=2)=[CH:16][CH:15]=1. The yield is 0.910. (6) The reactants are [Cl:1][C:2]1[C:18]([Cl:19])=[CH:17][C:5]2[N:6]([CH2:9][CH:10]([OH:16])[CH2:11][C:12]([CH3:15])([CH3:14])[CH3:13])[CH:7]=[N:8][C:4]=2[CH:3]=1.C(Cl)Cl.Cl[C:24]([O:26][C:27]1[CH:32]=[CH:31][C:30]([N+:33]([O-:35])=[O:34])=[CH:29][CH:28]=1)=[O:25]. The catalyst is N1C=CC=CC=1.C(OCC)(=O)C. The product is [C:24](=[O:25])([O:26][C:27]1[CH:28]=[CH:29][C:30]([N+:33]([O-:35])=[O:34])=[CH:31][CH:32]=1)[O:16][CH:10]([CH2:9][N:6]1[C:5]2[CH:17]=[C:18]([Cl:19])[C:2]([Cl:1])=[CH:3][C:4]=2[N:8]=[CH:7]1)[CH2:11][C:12]([CH3:15])([CH3:14])[CH3:13]. The yield is 0.770. (7) The reactants are [OH:1][B:2]1[C:6]2[CH:7]=[CH:8][C:9]([O:11][C:12]3[CH:22]=[CH:21][C:15]([C:16]([O:18]CC)=[O:17])=[CH:14][N:13]=3)=[CH:10][C:5]=2[CH2:4][O:3]1.Cl. The catalyst is C1COCC1.[OH-].[Na+]. The product is [OH:1][B:2]1[C:6]2[CH:7]=[CH:8][C:9]([O:11][C:12]3[CH:22]=[CH:21][C:15]([C:16]([OH:18])=[O:17])=[CH:14][N:13]=3)=[CH:10][C:5]=2[CH2:4][O:3]1. The yield is 0.948.